Dataset: Blood-brain barrier penetration binary classification data from Martins et al.. Task: Regression/Classification. Given a drug SMILES string, predict its absorption, distribution, metabolism, or excretion properties. Task type varies by dataset: regression for continuous measurements (e.g., permeability, clearance, half-life) or binary classification for categorical outcomes (e.g., BBB penetration, CYP inhibition). Dataset: bbb_martins. (1) The drug is CCOC(=O)OC(C)OC(=O)[C@@H]1N2C(=O)[C@@H](N=CN3CCCCCC3)[C@H]2SC1(C)C. The result is 0 (does not penetrate BBB). (2) The molecule is CC(=O)NCCCOc1cccc(CN2CCCCC2)c1. The result is 1 (penetrates BBB). (3) The compound is C[N+]1(C)CCCC(OC(=O)C(O)(c2ccccc2)c2ccccc2)C1.[Br-]. The result is 0 (does not penetrate BBB). (4) The molecule is O=C(CCCN1CCC(O)(c2ccc(Cl)cc2)CC1)c1ccc(F)cc1. The result is 1 (penetrates BBB). (5) The molecule is CC(=O)N1CCN(C(=O)Cc2ccc(Cl)c(Cl)c2)[C@@H](CN2CCCC2)C1. The result is 1 (penetrates BBB). (6) The molecule is c1cc(CN2CCCCC2)cc(OCCCNc2nc3ccccc3o2)c1. The result is 1 (penetrates BBB).